From a dataset of Full USPTO retrosynthesis dataset with 1.9M reactions from patents (1976-2016). Predict the reactants needed to synthesize the given product. (1) The reactants are: [C:1]([C:4]1[C:9]([NH:10][C:11]([C:13]2[S:14][CH:15]=[C:16]([CH:18]([CH3:20])[CH3:19])[N:17]=2)=O)=[CH:8][C:7]([Cl:21])=[C:6]([O:22][CH3:23])[CH:5]=1)(=[O:3])[CH3:2].C(C1N=C(C2C=C(O)C3C(=CC(OC)=CC=3)N=2)SC=1)(C)C. Given the product [Cl:21][C:7]1[CH:8]=[C:9]2[C:4]([C:1]([OH:3])=[CH:2][C:11]([C:13]3[S:14][CH:15]=[C:16]([CH:18]([CH3:20])[CH3:19])[N:17]=3)=[N:10]2)=[CH:5][C:6]=1[O:22][CH3:23], predict the reactants needed to synthesize it. (2) Given the product [NH:4]1[C:12]2[C:7](=[CH:8][C:9]([C:13]3[NH:14][C:15]4[N:16]([N:20]=[C:21]([CH3:23])[N:22]=4)[C:17](=[O:19])[CH:18]=3)=[CH:10][CH:11]=2)[CH:6]=[N:5]1, predict the reactants needed to synthesize it. The reactants are: C([N:4]1[C:12]2[C:7](=[CH:8][C:9]([C:13]3[NH:14][C:15]4[N:16]([N:20]=[C:21]([CH3:23])[N:22]=4)[C:17](=[O:19])[CH:18]=3)=[CH:10][CH:11]=2)[CH:6]=[N:5]1)(=O)C.C(=O)([O-])[O-].[K+].[K+]. (3) The reactants are: Cl[C:2]1[C:3]2[C:4](=[CH:15][N:16](CC3C=CC(OC)=CC=3)[N:17]=2)[N:5]=[C:6]([C:8]2[CH:13]=[CH:12][CH:11]=[CH:10][C:9]=2[F:14])[N:7]=1.[CH3:27][N:28]1[CH2:33][CH2:32][N:31]([CH:34]2[CH2:39][CH2:38][N:37]([C:40]3[CH:46]=[CH:45][C:43]([NH2:44])=[CH:42][CH:41]=3)[CH2:36][CH2:35]2)[CH2:30][CH2:29]1.Cl. Given the product [F:14][C:9]1[CH:10]=[CH:11][CH:12]=[CH:13][C:8]=1[C:6]1[N:7]=[C:2]([NH:44][C:43]2[CH:45]=[CH:46][C:40]([N:37]3[CH2:38][CH2:39][CH:34]([N:31]4[CH2:32][CH2:33][N:28]([CH3:27])[CH2:29][CH2:30]4)[CH2:35][CH2:36]3)=[CH:41][CH:42]=2)[C:3]2[NH:17][N:16]=[CH:15][C:4]=2[N:5]=1, predict the reactants needed to synthesize it. (4) Given the product [CH:31]([Si:30]([CH:37]([CH3:39])[CH3:38])([CH:34]([CH3:36])[CH3:35])[O:1][CH:2]1[CH2:3][CH2:4][CH:5]([C:8]([O:10][CH2:11][CH3:12])=[O:9])[CH2:6][CH2:7]1)([CH3:33])[CH3:32], predict the reactants needed to synthesize it. The reactants are: [OH:1][CH:2]1[CH2:7][CH2:6][CH:5]([C:8]([O:10][CH2:11][CH3:12])=[O:9])[CH2:4][CH2:3]1.N1C(C)=CC=CC=1C.C(Cl)Cl.FC(F)(F)S(O[Si:30]([CH:37]([CH3:39])[CH3:38])([CH:34]([CH3:36])[CH3:35])[CH:31]([CH3:33])[CH3:32])(=O)=O.